From a dataset of NCI-60 drug combinations with 297,098 pairs across 59 cell lines. Regression. Given two drug SMILES strings and cell line genomic features, predict the synergy score measuring deviation from expected non-interaction effect. (1) Drug 1: CN1CCC(CC1)COC2=C(C=C3C(=C2)N=CN=C3NC4=C(C=C(C=C4)Br)F)OC. Drug 2: CCC(=C(C1=CC=CC=C1)C2=CC=C(C=C2)OCCN(C)C)C3=CC=CC=C3.C(C(=O)O)C(CC(=O)O)(C(=O)O)O. Cell line: OVCAR-5. Synergy scores: CSS=20.5, Synergy_ZIP=0.0290, Synergy_Bliss=6.23, Synergy_Loewe=2.15, Synergy_HSA=7.02. (2) Synergy scores: CSS=27.8, Synergy_ZIP=-3.27, Synergy_Bliss=-0.330, Synergy_Loewe=-51.5, Synergy_HSA=1.19. Drug 2: CCC1(CC2CC(C3=C(CCN(C2)C1)C4=CC=CC=C4N3)(C5=C(C=C6C(=C5)C78CCN9C7C(C=CC9)(C(C(C8N6C)(C(=O)OC)O)OC(=O)C)CC)OC)C(=O)OC)O.OS(=O)(=O)O. Cell line: RXF 393. Drug 1: C1CC(=O)NC(=O)C1N2CC3=C(C2=O)C=CC=C3N. (3) Drug 1: COC1=NC(=NC2=C1N=CN2C3C(C(C(O3)CO)O)O)N. Drug 2: C1C(C(OC1N2C=NC3=C2NC=NCC3O)CO)O. Cell line: NCI/ADR-RES. Synergy scores: CSS=-3.32, Synergy_ZIP=-0.314, Synergy_Bliss=-2.11, Synergy_Loewe=-2.90, Synergy_HSA=-3.21. (4) Drug 1: CC1CCC2CC(C(=CC=CC=CC(CC(C(=O)C(C(C(=CC(C(=O)CC(OC(=O)C3CCCCN3C(=O)C(=O)C1(O2)O)C(C)CC4CCC(C(C4)OC)OCCO)C)C)O)OC)C)C)C)OC. Drug 2: C1=NC2=C(N1)C(=S)N=CN2. Cell line: NCI-H522. Synergy scores: CSS=49.0, Synergy_ZIP=0.565, Synergy_Bliss=2.50, Synergy_Loewe=4.37, Synergy_HSA=5.47.